This data is from Forward reaction prediction with 1.9M reactions from USPTO patents (1976-2016). The task is: Predict the product of the given reaction. (1) Given the reactants C(OC([N:8]1[CH2:13][CH2:12][N:11]([C:14]2[CH:15]=[N:16][C:17]([NH:20][C:21]3[N:22]=[CH:23][C:24]4[CH:30]=[C:29]([CH3:31])[C:28](=[O:32])[N:27]([CH:33]5[CH2:37][CH2:36][CH2:35][CH2:34]5)[C:25]=4[N:26]=3)=[CH:18][CH:19]=2)[CH2:10][CH2:9]1)=O)(C)(C)C.CO.C(Cl)(Cl)[Cl:41], predict the reaction product. The product is: [ClH:41].[CH:33]1([N:27]2[C:25]3[N:26]=[C:21]([NH:20][C:17]4[CH:18]=[CH:19][C:14]([N:11]5[CH2:10][CH2:9][NH:8][CH2:13][CH2:12]5)=[CH:15][N:16]=4)[N:22]=[CH:23][C:24]=3[CH:30]=[C:29]([CH3:31])[C:28]2=[O:32])[CH2:37][CH2:36][CH2:35][CH2:34]1. (2) Given the reactants Br[C:2]1[CH:10]=[C:9]([C:11]([CH3:14])([CH3:13])[CH3:12])[CH:8]=[CH:7][C:3]=1[C:4]([OH:6])=[O:5].[Cl:15][C:16]1[CH:21]=[C:20]([F:22])[CH:19]=[CH:18][C:17]=1[OH:23].C([O-])([O-])=O.[Cs+].[Cs+], predict the reaction product. The product is: [C:11]([C:9]1[CH:8]=[CH:7][C:3]([C:4]([OH:6])=[O:5])=[C:2]([O:23][C:17]2[CH:18]=[CH:19][C:20]([F:22])=[CH:21][C:16]=2[Cl:15])[CH:10]=1)([CH3:14])([CH3:13])[CH3:12]. (3) Given the reactants Br[C:2]1[CH:7]=[C:6]([N+:8]([O-:10])=[O:9])[CH:5]=[CH:4][C:3]=1[CH3:11].[CH2:12]([Sn](CCCC)(CCCC)CCCC)[CH:13]=[CH2:14], predict the reaction product. The product is: [CH2:14]([C:2]1[CH:7]=[C:6]([N+:8]([O-:10])=[O:9])[CH:5]=[CH:4][C:3]=1[CH3:11])[CH:13]=[CH2:12]. (4) Given the reactants [F:1][C:2]1[C:7](B(O)O)=[CH:6][CH:5]=[CH:4][N:3]=1.C(=O)([O-])[O-].[K+].[K+].Br[C:18]1[CH:19]=[C:20]2[C:31]3([CH2:35][O:34][C:33]([NH2:36])=[N:32]3)[C:30]3[C:25](=[N:26][CH:27]=[C:28]([O:37][CH2:38][C:39]([O:42][CH3:43])([CH3:41])[CH3:40])[CH:29]=3)[O:24][C:21]2=[CH:22][CH:23]=1.O, predict the reaction product. The product is: [F:1][C:2]1[C:7]([C:18]2[CH:19]=[C:20]3[C:31]4([CH2:35][O:34][C:33]([NH2:36])=[N:32]4)[C:30]4[C:25](=[N:26][CH:27]=[C:28]([O:37][CH2:38][C:39]([O:42][CH3:43])([CH3:40])[CH3:41])[CH:29]=4)[O:24][C:21]3=[CH:22][CH:23]=2)=[CH:6][CH:5]=[CH:4][N:3]=1. (5) Given the reactants [CH3:1][C:2]([CH3:23])([CH3:22])[CH2:3][N:4]1[C:8]2[CH:9]=[CH:10][C:11]([C:13]3[CH:18]=[CH:17][CH:16]=[C:15]([OH:19])[CH:14]=3)=[CH:12][C:7]=2[N:6]([CH3:20])[C:5]1=[O:21].C(=O)([O-])[O-].[Cs+].[Cs+].Br[C:31]1[CH:38]=[CH:37][C:34]([C:35]#[N:36])=[CH:33][CH:32]=1, predict the reaction product. The product is: [CH3:1][C:2]([CH3:23])([CH3:22])[CH2:3][N:4]1[C:8]2[CH:9]=[CH:10][C:11]([C:13]3[CH:14]=[C:15]([CH:16]=[CH:17][CH:18]=3)[O:19][C:31]3[CH:38]=[CH:37][C:34]([C:35]#[N:36])=[CH:33][CH:32]=3)=[CH:12][C:7]=2[N:6]([CH3:20])[C:5]1=[O:21]. (6) Given the reactants Cl[C:2]([C:4]1[CH:13]=[CH:12][C:7]([C:8]([O:10][CH3:11])=[O:9])=[CH:6][CH:5]=1)=[O:3].[CH3:14][C:15]1[CH:16]=[C:17]([C:21]2[N:22]=[C:23]([NH2:32])[S:24][C:25]=2[C:26]2[CH:31]=[CH:30][N:29]=[CH:28][N:27]=2)[CH:18]=[CH:19][CH:20]=1.CN(C1C=CC=CN=1)C.C(=O)([O-])O.[Na+], predict the reaction product. The product is: [CH3:14][C:15]1[CH:16]=[C:17]([C:21]2[N:22]=[C:23]([NH:32][C:2]([C:4]3[CH:13]=[CH:12][C:7]([C:8]([O:10][CH3:11])=[O:9])=[CH:6][CH:5]=3)=[O:3])[S:24][C:25]=2[C:26]2[CH:31]=[CH:30][N:29]=[CH:28][N:27]=2)[CH:18]=[CH:19][CH:20]=1. (7) Given the reactants [OH:1][C@H:2]1[CH2:6][NH:5][C@H:4]([C:7]([O:9][CH3:10])=[O:8])[CH2:3]1.C(N(CC)CC)C.[C:18](O[C:18]([O:20][C:21]([CH3:24])([CH3:23])[CH3:22])=[O:19])([O:20][C:21]([CH3:24])([CH3:23])[CH3:22])=[O:19], predict the reaction product. The product is: [OH:1][C@H:2]1[CH2:6][N:5]([C:18]([O:20][C:21]([CH3:24])([CH3:23])[CH3:22])=[O:19])[C@H:4]([C:7]([O:9][CH3:10])=[O:8])[CH2:3]1. (8) Given the reactants [CH2:1]([O:8][C:9]1[C:10]([NH:16][C:17]([NH2:19])=[S:18])=[N:11][CH:12]=[C:13]([Br:15])N=1)[C:2]1[CH:7]=[CH:6][CH:5]=[CH:4][CH:3]=1.Br[CH2:21][C:22](=O)[CH2:23][CH2:24][C:25]([O:27][CH3:28])=[O:26].[CH2:30](N(CC)CC)C, predict the reaction product. The product is: [CH2:1]([O:8][C:9]1[C:10]([NH:16][C:17]2[S:18][CH:21]=[C:22]([CH2:23][CH2:24][C:25]([O:27][CH3:28])=[O:26])[N:19]=2)=[N:11][CH:12]=[C:13]([Br:15])[CH:30]=1)[C:2]1[CH:7]=[CH:6][CH:5]=[CH:4][CH:3]=1.